From a dataset of Forward reaction prediction with 1.9M reactions from USPTO patents (1976-2016). Predict the product of the given reaction. (1) Given the reactants Cl.[CH3:2][C:3]1[C:4]([N:10]2[CH2:15][CH2:14][NH:13][CH2:12][CH2:11]2)=[N:5][CH:6]=[C:7]([CH3:9])[CH:8]=1.[Br:16][C:17]1[CH:25]=[CH:24][C:20]([C:21](O)=[O:22])=[C:19]([Cl:26])[CH:18]=1.CN1CCOCC1.O.[Cl-].COC1N=C(OC)N=C([N+]2(C)CCOCC2)N=1, predict the reaction product. The product is: [Br:16][C:17]1[CH:25]=[CH:24][C:20]([C:21]([N:13]2[CH2:12][CH2:11][N:10]([C:4]3[C:3]([CH3:2])=[CH:8][C:7]([CH3:9])=[CH:6][N:5]=3)[CH2:15][CH2:14]2)=[O:22])=[C:19]([Cl:26])[CH:18]=1. (2) Given the reactants C(=O)([O-])[O-].[Cs+].[Cs+].[N+]([C:10]1[CH:17]=[CH:16][CH:15]=[C:12]([C:13]#[N:14])[C:11]=1[C:18]#[N:19])([O-])=O.[C:20]1([C:26]2[CH:31]=[CH:30][CH:29]=[C:28]([C:32]3[CH:37]=[CH:36][CH:35]=[CH:34][CH:33]=3)[C:27]=2[OH:38])[CH:25]=[CH:24][CH:23]=[CH:22][CH:21]=1, predict the reaction product. The product is: [C:32]1([C:28]2[CH:29]=[CH:30][CH:31]=[C:26]([C:20]3[CH:25]=[CH:24][CH:23]=[CH:22][CH:21]=3)[C:27]=2[O:38][C:10]2[CH:17]=[CH:16][CH:15]=[C:12]([C:13]#[N:14])[C:11]=2[C:18]#[N:19])[CH:33]=[CH:34][CH:35]=[CH:36][CH:37]=1. (3) Given the reactants [OH:1][C@@:2]1([C:9]#[C:10][C:11]2[CH:12]=[C:13]([C:17]3[CH:18]=[CH:19][C:20]([CH3:27])=[C:21]([CH:26]=3)[C:22]([O:24]C)=O)[CH:14]=[CH:15][CH:16]=2)[CH2:6][CH2:5][N:4]([CH3:7])[C:3]1=[O:8].[NH3:28], predict the reaction product. The product is: [OH:1][C@@:2]1([C:9]#[C:10][C:11]2[CH:12]=[C:13]([C:17]3[CH:18]=[CH:19][C:20]([CH3:27])=[C:21]([CH:26]=3)[C:22]([NH2:28])=[O:24])[CH:14]=[CH:15][CH:16]=2)[CH2:6][CH2:5][N:4]([CH3:7])[C:3]1=[O:8]. (4) Given the reactants [CH2:1]([O:8][C:9]1[C:10]([C:26]([N:28]([CH2:37][CH2:38][O:39][Si](C(C)(C)C)(C)C)[CH2:29][C:30]2[CH:35]=[CH:34][C:33]([F:36])=[CH:32][CH:31]=2)=[O:27])=[N:11][CH:12]=[CH:13][C:14]=1[O:15]CC1C=CC(OCC)=CC=1)[C:2]1[CH:7]=[CH:6][CH:5]=[CH:4][CH:3]=1.Cl.[OH-].[Na+], predict the reaction product. The product is: [CH2:1]([O:8][C:9]1[C:14](=[O:15])[CH:13]=[CH:12][NH:11][C:10]=1[C:26]([N:28]([CH2:29][C:30]1[CH:35]=[CH:34][C:33]([F:36])=[CH:32][CH:31]=1)[CH2:37][CH2:38][OH:39])=[O:27])[C:2]1[CH:3]=[CH:4][CH:5]=[CH:6][CH:7]=1. (5) Given the reactants [Cl:1][C:2]1[CH:10]=[CH:9][C:5]([C:6](Cl)=[O:7])=[CH:4][CH:3]=1.[CH3:11][O:12][C:13]1[CH:18]=[CH:17][CH:16]=[C:15]([O:19][CH3:20])[CH:14]=1.[Al+3].[Cl-].[Cl-].[Cl-].C([O-])(O)=O.[Na+], predict the reaction product. The product is: [Cl:1][C:2]1[CH:10]=[CH:9][C:5]([C:6]([C:16]2[CH:17]=[CH:18][C:13]([O:12][CH3:11])=[CH:14][C:15]=2[O:19][CH3:20])=[O:7])=[CH:4][CH:3]=1. (6) The product is: [CH2:5]([O:4][CH2:3][CH2:2][O:27][CH2:28][CH2:33][N:18]1[C:13]([CH3:26])([CH3:12])[CH2:14][C:15]2[O:22][CH:21]=[C:20]([C:23]([OH:25])=[O:24])[C:16]=2[C:17]1=[O:19])[C:6]1[CH:11]=[CH:10][CH:9]=[CH:8][CH:7]=1. Given the reactants Br[CH2:2][CH2:3][O:4][CH2:5][C:6]1[CH:11]=[CH:10][CH:9]=[CH:8][CH:7]=1.[CH3:12][C:13]1([CH3:26])[NH:18][C:17](=[O:19])[C:16]2[C:20]([C:23]([OH:25])=[O:24])=[CH:21][O:22][C:15]=2[CH2:14]1.[O:27]=[C:28]1[C:33]2C(C(O)=O)=COC=2CCN1, predict the reaction product. (7) Given the reactants [NH2:1][C:2]1[CH:3]=[C:4]([C:11]([F:14])([F:13])[F:12])[C:5]([CH2:8][C:9]#[N:10])=[N:6][CH:7]=1.[CH2:15]([O:17][C:18]1[C:23](=[O:24])[NH:22][CH:21]=[C:20]([C:25]2[CH:30]=[CH:29][C:28]([CH2:31][C:32](O)=[O:33])=[C:27]([F:35])[CH:26]=2)[CH:19]=1)[CH3:16].C1C=CC2N(O)N=NC=2C=1.C(Cl)C[Cl:48].CCN(CC)CC, predict the reaction product. The product is: [ClH:48].[C:9]([CH2:8][C:5]1[N:6]=[CH:7][C:2]([NH:1][C:32](=[O:33])[CH2:31][C:28]2[CH:29]=[CH:30][C:25]([C:20]3[CH:19]=[C:18]([O:17][CH2:15][CH3:16])[C:23](=[O:24])[NH:22][CH:21]=3)=[CH:26][C:27]=2[F:35])=[CH:3][C:4]=1[C:11]([F:14])([F:12])[F:13])#[N:10]. (8) Given the reactants Cl[C:2]1[N:7]=[C:6]([Cl:8])[N:5]=[C:4]2[N:9]([CH2:12][CH2:13][N:14]3[CH2:19][CH2:18][O:17][CH2:16][CH2:15]3)[N:10]=[CH:11][C:3]=12.[CH3:20][C:21]1[NH:25][N:24]=[C:23]([NH2:26])[CH:22]=1.CCN(C(C)C)C(C)C.CC(O)=O, predict the reaction product. The product is: [Cl:8][C:6]1[N:5]=[C:4]2[N:9]([CH2:12][CH2:13][N:14]3[CH2:19][CH2:18][O:17][CH2:16][CH2:15]3)[N:10]=[CH:11][C:3]2=[C:2]([NH:26][C:23]2[CH:22]=[C:21]([CH3:20])[NH:25][N:24]=2)[N:7]=1.